This data is from NCI-60 drug combinations with 297,098 pairs across 59 cell lines. The task is: Regression. Given two drug SMILES strings and cell line genomic features, predict the synergy score measuring deviation from expected non-interaction effect. (1) Drug 1: CC1=C(C=C(C=C1)NC2=NC=CC(=N2)N(C)C3=CC4=NN(C(=C4C=C3)C)C)S(=O)(=O)N.Cl. Drug 2: C1=CC(=CC=C1CCC2=CNC3=C2C(=O)NC(=N3)N)C(=O)NC(CCC(=O)O)C(=O)O. Cell line: SF-539. Synergy scores: CSS=47.2, Synergy_ZIP=2.03, Synergy_Bliss=1.14, Synergy_Loewe=1.01, Synergy_HSA=5.23. (2) Drug 1: CN1CCC(CC1)COC2=C(C=C3C(=C2)N=CN=C3NC4=C(C=C(C=C4)Br)F)OC. Drug 2: CCC1=C2CN3C(=CC4=C(C3=O)COC(=O)C4(CC)O)C2=NC5=C1C=C(C=C5)O. Cell line: NCI-H522. Synergy scores: CSS=44.2, Synergy_ZIP=-2.51, Synergy_Bliss=0.0371, Synergy_Loewe=-3.21, Synergy_HSA=4.51. (3) Cell line: SNB-75. Synergy scores: CSS=3.55, Synergy_ZIP=0.645, Synergy_Bliss=2.50, Synergy_Loewe=-0.755, Synergy_HSA=0.334. Drug 1: CS(=O)(=O)C1=CC(=C(C=C1)C(=O)NC2=CC(=C(C=C2)Cl)C3=CC=CC=N3)Cl. Drug 2: CC1=CC=C(C=C1)C2=CC(=NN2C3=CC=C(C=C3)S(=O)(=O)N)C(F)(F)F. (4) Drug 1: CC1=C2C(C(=O)C3(C(CC4C(C3C(C(C2(C)C)(CC1OC(=O)C(C(C5=CC=CC=C5)NC(=O)C6=CC=CC=C6)O)O)OC(=O)C7=CC=CC=C7)(CO4)OC(=O)C)O)C)OC(=O)C. Drug 2: CC(C)CN1C=NC2=C1C3=CC=CC=C3N=C2N. Cell line: K-562. Synergy scores: CSS=75.9, Synergy_ZIP=30.7, Synergy_Bliss=20.4, Synergy_Loewe=19.7, Synergy_HSA=23.1. (5) Drug 1: C1C(C(OC1N2C=C(C(=O)NC2=O)F)CO)O. Drug 2: CC12CCC3C(C1CCC2OP(=O)(O)O)CCC4=C3C=CC(=C4)OC(=O)N(CCCl)CCCl.[Na+]. Cell line: HOP-62. Synergy scores: CSS=5.43, Synergy_ZIP=-4.89, Synergy_Bliss=1.85, Synergy_Loewe=-6.51, Synergy_HSA=-0.444. (6) Drug 1: C1CC(=O)NC(=O)C1N2CC3=C(C2=O)C=CC=C3N. Drug 2: CC1CCC2CC(C(=CC=CC=CC(CC(C(=O)C(C(C(=CC(C(=O)CC(OC(=O)C3CCCCN3C(=O)C(=O)C1(O2)O)C(C)CC4CCC(C(C4)OC)O)C)C)O)OC)C)C)C)OC. Cell line: HL-60(TB). Synergy scores: CSS=36.8, Synergy_ZIP=-4.33, Synergy_Bliss=3.02, Synergy_Loewe=-12.5, Synergy_HSA=9.71. (7) Drug 2: CC1C(C(=O)NC(C(=O)N2CCCC2C(=O)N(CC(=O)N(C(C(=O)O1)C(C)C)C)C)C(C)C)NC(=O)C3=C4C(=C(C=C3)C)OC5=C(C(=O)C(=C(C5=N4)C(=O)NC6C(OC(=O)C(N(C(=O)CN(C(=O)C7CCCN7C(=O)C(NC6=O)C(C)C)C)C)C(C)C)C)N)C. Synergy scores: CSS=18.5, Synergy_ZIP=39.1, Synergy_Bliss=37.7, Synergy_Loewe=35.7, Synergy_HSA=34.8. Drug 1: CCCS(=O)(=O)NC1=C(C(=C(C=C1)F)C(=O)C2=CNC3=C2C=C(C=N3)C4=CC=C(C=C4)Cl)F. Cell line: SNB-19. (8) Drug 1: CC1C(C(CC(O1)OC2CC(CC3=C2C(=C4C(=C3O)C(=O)C5=C(C4=O)C(=CC=C5)OC)O)(C(=O)CO)O)N)O.Cl. Drug 2: CCC1=CC2CC(C3=C(CN(C2)C1)C4=CC=CC=C4N3)(C5=C(C=C6C(=C5)C78CCN9C7C(C=CC9)(C(C(C8N6C)(C(=O)OC)O)OC(=O)C)CC)OC)C(=O)OC.C(C(C(=O)O)O)(C(=O)O)O. Cell line: COLO 205. Synergy scores: CSS=30.4, Synergy_ZIP=0.192, Synergy_Bliss=-3.85, Synergy_Loewe=-9.81, Synergy_HSA=-2.69. (9) Drug 1: C1=NC2=C(N=C(N=C2N1C3C(C(C(O3)CO)O)F)Cl)N. Drug 2: C1=NC(=NC(=O)N1C2C(C(C(O2)CO)O)O)N. Cell line: SNB-19. Synergy scores: CSS=16.6, Synergy_ZIP=-4.17, Synergy_Bliss=5.94, Synergy_Loewe=0.0557, Synergy_HSA=2.20.